Dataset: Forward reaction prediction with 1.9M reactions from USPTO patents (1976-2016). Task: Predict the product of the given reaction. (1) Given the reactants [Cl:1][C:2]1[CH:9]=[C:8]([N+:10]([O-])=O)[C:7]([NH:13][CH2:14][CH:15]2[CH2:30][CH2:29][CH2:28][C:17]3([O:21][C:20](=[O:22])[N:19]([CH2:23][C:24]([CH3:27])([CH3:26])[CH3:25])[CH2:18]3)[CH2:16]2)=[CH:6][C:3]=1[C:4]#[N:5].[Cl-].[NH4+].[CH:33](O)=O.C(OC)(OC)OC.C(O)(C(F)(F)F)=O, predict the reaction product. The product is: [Cl:1][C:2]1[C:3]([C:4]#[N:5])=[CH:6][C:7]2[N:13]([CH2:14][CH:15]3[CH2:30][CH2:29][CH2:28][C:17]4([O:21][C:20](=[O:22])[N:19]([CH2:23][C:24]([CH3:27])([CH3:25])[CH3:26])[CH2:18]4)[CH2:16]3)[CH:33]=[N:10][C:8]=2[CH:9]=1. (2) Given the reactants [Cl:1][C:2]1[C:3]([CH:8]([CH3:14])[C:9](OCC)=[O:10])=[N:4][CH:5]=[CH:6][CH:7]=1.[H-].[Al+3].[Li+].[H-].[H-].[H-], predict the reaction product. The product is: [Cl:1][C:2]1[C:3]([CH:8]([CH3:14])[CH2:9][OH:10])=[N:4][CH:5]=[CH:6][CH:7]=1. (3) Given the reactants Cl.[O:2]=[C:3]1[C:8]([C:9]([O:11][CH3:12])=[O:10])=[CH:7][CH:6]=[CH:5][NH:4]1.[H-].[Na+].[C:15]1([CH:21]([C:25]2[CH:30]=[CH:29][CH:28]=[CH:27][CH:26]=2)[CH2:22][CH2:23]Cl)[CH:20]=[CH:19][CH:18]=[CH:17][CH:16]=1, predict the reaction product. The product is: [C:15]1([CH:21]([C:25]2[CH:26]=[CH:27][CH:28]=[CH:29][CH:30]=2)[CH2:22][CH2:23][N:4]2[CH:5]=[CH:6][CH:7]=[C:8]([C:9]([O:11][CH3:12])=[O:10])[C:3]2=[O:2])[CH:20]=[CH:19][CH:18]=[CH:17][CH:16]=1.